From a dataset of Forward reaction prediction with 1.9M reactions from USPTO patents (1976-2016). Predict the product of the given reaction. Given the reactants C([O:3][C:4](=O)[NH:5][CH2:6][CH2:7][C:8]1[CH:17]=[CH:16][C:15]2[C:10](=[CH:11][CH:12]=[CH:13][CH:14]=2)[CH:9]=1)C.O=P12OP3(OP(OP(O3)(O1)=O)(=O)O2)=O, predict the reaction product. The product is: [C:4]1(=[O:3])[C:9]2[C:8](=[CH:17][CH:16]=[C:15]3[CH:14]=[CH:13][CH:12]=[CH:11][C:10]3=2)[CH2:7][CH2:6][NH:5]1.